Regression. Given two drug SMILES strings and cell line genomic features, predict the synergy score measuring deviation from expected non-interaction effect. From a dataset of NCI-60 drug combinations with 297,098 pairs across 59 cell lines. Drug 1: CN(C)N=NC1=C(NC=N1)C(=O)N. Drug 2: C1C(C(OC1N2C=NC(=NC2=O)N)CO)O. Cell line: HOP-62. Synergy scores: CSS=19.2, Synergy_ZIP=-1.16, Synergy_Bliss=6.92, Synergy_Loewe=-8.81, Synergy_HSA=3.26.